This data is from Peptide-MHC class I binding affinity with 185,985 pairs from IEDB/IMGT. The task is: Regression. Given a peptide amino acid sequence and an MHC pseudo amino acid sequence, predict their binding affinity value. This is MHC class I binding data. (1) The peptide sequence is YTVQGAGLM. The MHC is HLA-A29:02 with pseudo-sequence HLA-A29:02. The binding affinity (normalized) is 0.699. (2) The peptide sequence is PIFFCLWVY. The MHC is HLA-A02:06 with pseudo-sequence HLA-A02:06. The binding affinity (normalized) is 0.288.